This data is from Catalyst prediction with 721,799 reactions and 888 catalyst types from USPTO. The task is: Predict which catalyst facilitates the given reaction. Reactant: Cl[C:2]1[CH:9]=[CH:8][C:5]([C:6]#[N:7])=[C:4](OC2C=CC=C(C=O)C=2OCCO)[CH:3]=1.CN.C([BH3-])#N.[Na+].[C:29]([OH:36])(=[O:35])/[CH:30]=[CH:31]/[C:32]([OH:34])=[O:33]. Product: [C:29]([OH:36])(=[O:35])/[CH:30]=[CH:31]/[C:32]([OH:34])=[O:33].[C:6](#[N:7])[C:5]1[CH:8]=[CH:9][CH:2]=[CH:3][CH:4]=1. The catalyst class is: 404.